This data is from hERG Central: cardiac toxicity at 1µM, 10µM, and general inhibition. The task is: Predict hERG channel inhibition at various concentrations. (1) The compound is COc1ccc(CCN2CCCC(CN(C)Cc3cc(Cl)c(O)c(OC)c3)C2)cc1. Results: hERG_inhib (hERG inhibition (general)): blocker. (2) The drug is Cc1ccc(NC(=O)C[n+]2cc(-c3ccc(C)cc3)n3c2CCC3)cc1.[Cl-]. Results: hERG_inhib (hERG inhibition (general)): blocker. (3) The compound is COc1ccc(C(c2nnnn2Cc2cccs2)N2CCN(c3ccc(F)cc3)CC2)cc1OC. Results: hERG_inhib (hERG inhibition (general)): blocker. (4) The compound is O=C(CSc1nnc(-c2cccnc2)n1-c1ccccc1)NCc1ccc2c(c1)OCO2. Results: hERG_inhib (hERG inhibition (general)): blocker.